Dataset: Full USPTO retrosynthesis dataset with 1.9M reactions from patents (1976-2016). Task: Predict the reactants needed to synthesize the given product. (1) Given the product [CH2:42]([O:41][C:37](=[O:40])[CH:38]=[CH:39][C:2]1[CH:36]=[CH:35][CH:34]=[C:4]([C:5](=[O:6])[NH:7][C:8]2[CH:13]=[C:12]([C:14]3[N:15]=[C:16]4[N:21]([CH:22]=3)[N:20]=[C:19]([C:23]3[C:24]([C:29]([F:32])([F:31])[F:30])=[N:25][CH:26]=[CH:27][CH:28]=3)[CH:18]=[CH:17]4)[CH:11]=[CH:10][C:9]=2[CH3:33])[CH:3]=1)[CH3:43], predict the reactants needed to synthesize it. The reactants are: Br[C:2]1[CH:3]=[C:4]([CH:34]=[CH:35][CH:36]=1)[C:5]([NH:7][C:8]1[CH:13]=[C:12]([C:14]2[N:15]=[C:16]3[N:21]([CH:22]=2)[N:20]=[C:19]([C:23]2[C:24]([C:29]([F:32])([F:31])[F:30])=[N:25][CH:26]=[CH:27][CH:28]=2)[CH:18]=[CH:17]3)[CH:11]=[CH:10][C:9]=1[CH3:33])=[O:6].[C:37]([O:41][CH2:42][CH3:43])(=[O:40])[CH:38]=[CH2:39].C1(C)C=CC=CC=1P(C1C=CC=CC=1C)C1C=CC=CC=1C.CCN(C(C)C)C(C)C. (2) Given the product [F:1][C:2]1[CH:16]=[CH:15][C:5]([CH2:6][C:7]2[N:12]=[C:11]([C:13]([OH:19])=[O:17])[CH:10]=[CH:9][CH:8]=2)=[CH:4][CH:3]=1, predict the reactants needed to synthesize it. The reactants are: [F:1][C:2]1[CH:16]=[CH:15][C:5]([CH2:6][C:7]2[N:12]=[C:11]([C:13]#N)[CH:10]=[CH:9][CH:8]=2)=[CH:4][CH:3]=1.[OH-:17].[Na+].[OH2:19]. (3) Given the product [CH3:1][C:2]1[CH:3]=[C:4]2[C:8](=[CH:9][CH:10]=1)[N:7]([CH2:11][CH:12]([CH3:14])[CH3:13])[CH:6]=[C:5]2[C:15]1[O:16][CH:17]=[C:18]([C:20]([OH:22])=[O:21])[N:19]=1, predict the reactants needed to synthesize it. The reactants are: [CH3:1][C:2]1[CH:3]=[C:4]2[C:8](=[CH:9][CH:10]=1)[N:7]([CH2:11][CH:12]([CH3:14])[CH3:13])[CH:6]=[C:5]2[C:15]1[O:16][CH:17]=[C:18]([C:20]([O:22]CC)=[O:21])[N:19]=1.[OH-].[Na+].